This data is from Full USPTO retrosynthesis dataset with 1.9M reactions from patents (1976-2016). The task is: Predict the reactants needed to synthesize the given product. (1) Given the product [N:25]1([C:23]([N:20]2[CH2:19][CH:18]=[C:17]([C:15]3[S:16][C:9]4[C:8]([C:5]5[CH:4]=[CH:3][C:2]([NH:1][S:32]([CH3:31])(=[O:34])=[O:33])=[CH:7][CH:6]=5)=[N:13][CH:12]=[N:11][C:10]=4[CH:14]=3)[CH2:22][CH2:21]2)=[O:24])[CH2:26][CH2:27][O:28][CH2:29][CH2:30]1, predict the reactants needed to synthesize it. The reactants are: [NH2:1][C:2]1[CH:7]=[CH:6][C:5]([C:8]2[C:9]3[S:16][C:15]([C:17]4[CH2:18][CH2:19][N:20]([C:23]([N:25]5[CH2:30][CH2:29][O:28][CH2:27][CH2:26]5)=[O:24])[CH2:21][CH:22]=4)=[CH:14][C:10]=3[N:11]=[CH:12][N:13]=2)=[CH:4][CH:3]=1.[CH3:31][S:32](Cl)(=[O:34])=[O:33]. (2) Given the product [OH:22][CH2:8][CH2:7][N:6]1[C:2](=[O:1])[C:3](=[CH:16][C:12]2[S:11][CH:15]=[CH:14][CH:13]=2)[C:4]([CH3:10])=[N:5]1, predict the reactants needed to synthesize it. The reactants are: [OH:1][C:2]1[N:6]([CH:7](O)[CH3:8])[N:5]=[C:4]([CH3:10])[CH:3]=1.[S:11]1[CH:15]=[CH:14][CH:13]=[C:12]1[CH:16]=O.CC([OH:22])CC. (3) Given the product [OH:18][C:8]([C:5]1[CH:4]=[CH:3][C:2]([O:33][C:30]2[CH:31]=[CH:32][C:27]([C:25]#[N:26])=[CH:28][CH:29]=2)=[CH:7][CH:6]=1)([CH3:15])[CH2:9][N:10]1[CH:14]=[N:13][CH:12]=[N:11]1, predict the reactants needed to synthesize it. The reactants are: Br[C:2]1[CH:7]=[CH:6][C:5]([C:8]([OH:18])([CH:15](C)C)[CH2:9][N:10]2[CH:14]=[N:13][CH:12]=[N:11]2)=[CH:4][CH:3]=1.C([O-])([O-])=O.[K+].[K+].[C:25]([C:27]1[CH:32]=[CH:31][C:30]([OH:33])=[CH:29][CH:28]=1)#[N:26].O. (4) Given the product [ClH:43].[C:1]([C:3]1[CH:8]=[CH:7][C:6]([NH:9][CH2:10][C:11]2[N:15]([CH3:16])[C:14]3[CH:17]=[CH:18][C:19]([C@@:21]([NH:30][CH2:31][C:32]([O:34][CH2:35][CH3:36])=[O:33])([C:23]([N:25]4[CH2:26][CH2:27][CH2:28][CH2:29]4)=[O:24])[CH3:22])=[CH:20][C:13]=3[N:12]=2)=[CH:5][CH:4]=1)(=[NH:41])[NH2:2], predict the reactants needed to synthesize it. The reactants are: [C:1]([C:3]1[CH:8]=[CH:7][C:6]([NH:9][CH2:10][C:11]2[N:15]([CH3:16])[C:14]3[CH:17]=[CH:18][C:19]([C@@:21]([NH:30][CH2:31][C:32]([O:34][CH2:35][CH3:36])=[O:33])([C:23]([N:25]4[CH2:29][CH2:28][CH2:27][CH2:26]4)=[O:24])[CH3:22])=[CH:20][C:13]=3[N:12]=2)=[CH:5][CH:4]=1)#[N:2].C(=O)([O-])[O-].[NH4+:41].[NH4+].[ClH:43]. (5) Given the product [Cl:3][C:4]1[CH:9]=[CH:8][CH:7]=[CH:6][C:5]=1[N:10]1[C:14]([C:15]2[CH:16]=[CH:17][C:18]([O:21][S:22]([CH2:25][CH2:26][C:27]([F:30])([F:28])[F:29])(=[O:23])=[O:24])=[CH:19][CH:20]=2)=[C:13]([CH2:31][OH:32])[C:12]([C:33]([OH:35])=[O:34])=[N:11]1, predict the reactants needed to synthesize it. The reactants are: [Li+].[OH-].[Cl:3][C:4]1[CH:9]=[CH:8][CH:7]=[CH:6][C:5]=1[N:10]1[C:14]([C:15]2[CH:20]=[CH:19][C:18]([O:21][S:22]([CH2:25][CH2:26][C:27]([F:30])([F:29])[F:28])(=[O:24])=[O:23])=[CH:17][CH:16]=2)=[C:13]([CH2:31][OH:32])[C:12]([C:33]([O:35]CC)=[O:34])=[N:11]1.Cl. (6) The reactants are: Cl[C:2]1[N:7]=[CH:6][N:5]=[C:4]([NH:8][C:9]2[CH:18]=[C:17]([CH3:19])[C:12]3[NH:13][C:14]([CH3:16])=[N:15][C:11]=3[CH:10]=2)[CH:3]=1.[NH:20]1[CH2:25][CH2:24][CH:23]([N:26]2[C:30]3[CH:31]=[N:32][C:33]4[CH:34]=[CH:35][CH:36]=[CH:37][C:38]=4[C:29]=3[NH:28][C:27]2=[O:39])[CH2:22][CH2:21]1.CCN(C(C)C)C(C)C. Given the product [CH3:16][C:14]1[NH:13][C:12]2[C:17]([CH3:19])=[CH:18][C:9]([NH:8][C:4]3[N:5]=[CH:6][N:7]=[C:2]([N:20]4[CH2:21][CH2:22][CH:23]([N:26]5[C:30]6[CH:31]=[N:32][C:33]7[CH:34]=[CH:35][CH:36]=[CH:37][C:38]=7[C:29]=6[NH:28][C:27]5=[O:39])[CH2:24][CH2:25]4)[CH:3]=3)=[CH:10][C:11]=2[N:15]=1, predict the reactants needed to synthesize it. (7) Given the product [CH:3]1([NH:6][C:7](=[O:26])[C:8]2[CH:13]=[C:12]([C:14]3[CH:15]=[C:16]4[C:20](=[CH:21][CH:22]=3)[N:19]([S:32]([C:28]3[S:27][CH:31]=[CH:30][CH:29]=3)(=[O:34])=[O:33])[N:18]=[C:17]4[CH3:23])[C:11]([CH3:24])=[C:10]([F:25])[CH:9]=2)[CH2:4][CH2:5]1, predict the reactants needed to synthesize it. The reactants are: [H-].[Na+].[CH:3]1([NH:6][C:7](=[O:26])[C:8]2[CH:13]=[C:12]([C:14]3[CH:15]=[C:16]4[C:20](=[CH:21][CH:22]=3)[NH:19][N:18]=[C:17]4[CH3:23])[C:11]([CH3:24])=[C:10]([F:25])[CH:9]=2)[CH2:5][CH2:4]1.[S:27]1[CH:31]=[CH:30][CH:29]=[C:28]1[S:32](Cl)(=[O:34])=[O:33].O.